Regression. Given a peptide amino acid sequence and an MHC pseudo amino acid sequence, predict their binding affinity value. This is MHC class II binding data. From a dataset of Peptide-MHC class II binding affinity with 134,281 pairs from IEDB. (1) The peptide sequence is YDKFRANVSTVLTGK. The MHC is DRB1_1001 with pseudo-sequence DRB1_1001. The binding affinity (normalized) is 0.615. (2) The peptide sequence is SHELMTMTRPILRLL. The MHC is DRB5_0101 with pseudo-sequence DRB5_0101. The binding affinity (normalized) is 1.00. (3) The peptide sequence is EKKYFAITQFEPLAA. The MHC is DRB1_0101 with pseudo-sequence DRB1_0101. The binding affinity (normalized) is 0.816. (4) The peptide sequence is RDHICLLRPLLWDYI. The MHC is DRB1_0701 with pseudo-sequence DRB1_0701. The binding affinity (normalized) is 0.333. (5) The peptide sequence is TLGSTSADEVQRMMA. The MHC is HLA-DQA10104-DQB10503 with pseudo-sequence HLA-DQA10104-DQB10503. The binding affinity (normalized) is 0. (6) The peptide sequence is NDNNLYKLHGGHVSC. The MHC is DRB1_1101 with pseudo-sequence DRB1_1101. The binding affinity (normalized) is 0.355. (7) The peptide sequence is PAADKFKTFEAAFTS. The MHC is DRB1_1101 with pseudo-sequence DRB1_1101. The binding affinity (normalized) is 0.246. (8) The peptide sequence is AFKVAATAANAAPGN. The MHC is DRB1_1001 with pseudo-sequence DRB1_1001. The binding affinity (normalized) is 0.870.